Dataset: Tyrosyl-DNA phosphodiesterase HTS with 341,365 compounds. Task: Binary Classification. Given a drug SMILES string, predict its activity (active/inactive) in a high-throughput screening assay against a specified biological target. The drug is O1C(CC2(CCN(CC2)C(=O)Nc2ccc(cc2)C(OC)=O)C(OCC)=O)CCCC1. The result is 0 (inactive).